Dataset: Forward reaction prediction with 1.9M reactions from USPTO patents (1976-2016). Task: Predict the product of the given reaction. (1) Given the reactants [C:1]([O:5][C:6]([N:8]1[CH2:12][CH2:11][CH:10]([O:13][Si:14]([C:17]([CH3:20])([CH3:19])[CH3:18])([CH3:16])[CH3:15])[CH:9]1[CH:21]=[CH:22][C:23](OCC)=[O:24])=[O:7])([CH3:4])([CH3:3])[CH3:2].B(F)(F)F.CCOCC.CC(C[AlH]CC(C)C)C.CCOC(C)=O, predict the reaction product. The product is: [C:1]([O:5][C:6]([N:8]1[CH2:12][CH2:11][CH:10]([O:13][Si:14]([C:17]([CH3:19])([CH3:18])[CH3:20])([CH3:16])[CH3:15])[CH:9]1[CH:21]=[CH:22][CH2:23][OH:24])=[O:7])([CH3:4])([CH3:3])[CH3:2]. (2) The product is: [CH:32]1([CH2:31][O:30][C:22]2[CH:23]=[C:24]([O:28][CH3:29])[C:25]([F:27])=[CH:26][C:21]=2[C:20]2[CH:19]=[CH:18][N:17]=[C:16]3[C:12]([C:10]([NH:9][C@H:6]4[CH2:7][CH2:8][C@H:3]([NH:2][C:39](=[O:40])[CH2:38][O:37][CH3:36])[CH2:4][CH2:5]4)=[O:11])=[C:13]([CH3:35])[NH:14][C:15]=23)[CH2:33][CH2:34]1. Given the reactants Cl.[NH2:2][C@H:3]1[CH2:8][CH2:7][C@H:6]([NH:9][C:10]([C:12]2[C:16]3=[N:17][CH:18]=[CH:19][C:20]([C:21]4[CH:26]=[C:25]([F:27])[C:24]([O:28][CH3:29])=[CH:23][C:22]=4[O:30][CH2:31][CH:32]4[CH2:34][CH2:33]4)=[C:15]3[NH:14][C:13]=2[CH3:35])=[O:11])[CH2:5][CH2:4]1.[CH3:36][O:37][CH2:38][C:39](Cl)=[O:40], predict the reaction product. (3) Given the reactants O=[C:2]1[O:7][C:6]([C:8]2[CH:13]=[CH:12][C:11]([O:14]C(=O)C)=[CH:10][CH:9]=2)=[N:5][C:4]2[CH:18]=[CH:19][CH:20]=[CH:21][C:3]1=2.[CH2:22]([NH2:30])[CH2:23][C:24]1[CH:29]=[CH:28][CH:27]=[CH:26][CH:25]=1, predict the reaction product. The product is: [OH:14][C:11]1[CH:10]=[CH:9][C:8]([C:6]2[N:30]([CH2:22][CH2:23][C:24]3[CH:29]=[CH:28][CH:27]=[CH:26][CH:25]=3)[C:2](=[O:7])[C:3]3[C:4](=[CH:18][CH:19]=[CH:20][CH:21]=3)[N:5]=2)=[CH:13][CH:12]=1. (4) Given the reactants [CH:1]1([C:4]2[CH:12]=[C:11]([CH:13]([O:15][CH2:16][C:17]3([C:23]4[CH:28]=[CH:27][C:26]([F:29])=[CH:25][CH:24]=4)[CH2:22][CH2:21][NH:20][CH2:19][CH2:18]3)[CH3:14])[C:10]3[C:6](=[CH:7][NH:8][N:9]=3)[CH:5]=2)[CH2:3][CH2:2]1.[C:30](O[C:30]([O:32][C:33]([CH3:36])([CH3:35])[CH3:34])=[O:31])([O:32][C:33]([CH3:36])([CH3:35])[CH3:34])=[O:31], predict the reaction product. The product is: [CH:1]1([C:4]2[CH:5]=[C:6]3[C:10](=[C:11]([CH:13]([O:15][CH2:16][C:17]4([C:23]5[CH:24]=[CH:25][C:26]([F:29])=[CH:27][CH:28]=5)[CH2:22][CH2:21][N:20]([C:30]([O:32][C:33]([CH3:36])([CH3:35])[CH3:34])=[O:31])[CH2:19][CH2:18]4)[CH3:14])[CH:12]=2)[NH:9][N:8]=[CH:7]3)[CH2:3][CH2:2]1. (5) Given the reactants [CH3:1][S:2][C:3]1[CH:4]=[CH:5][CH:6]=[C:7]2[C:15]=1[NH:14][C:13]1[CH:12]([CH2:16][C:17]([OH:19])=[O:18])[CH2:11][CH2:10][CH2:9][C:8]2=1.[H-].[Na+].[Cl:22][C:23]1[CH:30]=[CH:29][C:26]([CH2:27]Cl)=[CH:25][CH:24]=1.Cl.C(OC(C)C)(=O)C, predict the reaction product. The product is: [Cl:22][C:23]1[CH:30]=[CH:29][C:26]([CH2:27][N:14]2[C:13]3[CH:12]([CH2:16][C:17]([OH:19])=[O:18])[CH2:11][CH2:10][CH2:9][C:8]=3[C:7]3[C:15]2=[C:3]([S:2][CH3:1])[CH:4]=[CH:5][CH:6]=3)=[CH:25][CH:24]=1.